Regression/Classification. Given a drug SMILES string, predict its absorption, distribution, metabolism, or excretion properties. Task type varies by dataset: regression for continuous measurements (e.g., permeability, clearance, half-life) or binary classification for categorical outcomes (e.g., BBB penetration, CYP inhibition). Dataset: pampa_ncats. From a dataset of PAMPA (Parallel Artificial Membrane Permeability Assay) permeability data from NCATS. The compound is C1CCCN(CC1)CC(CN2C=C(C3=CC=CC=C32)/C=C/C(=O)C4=CC=C(C=C4)Br)O. The result is 1 (high permeability).